Dataset: Forward reaction prediction with 1.9M reactions from USPTO patents (1976-2016). Task: Predict the product of the given reaction. (1) Given the reactants C[O:2][C:3](=[O:34])[CH2:4][O:5][C:6]1[CH:15]=[CH:14][C:13]([F:16])=[C:12]2[C:7]=1[C:8]([CH3:33])=[C:9]([CH2:21][C:22]1[CH:27]=[CH:26][C:25]([S:28]([CH3:31])(=[O:30])=[O:29])=[CH:24][C:23]=1[Cl:32])[C:10]([O:17][CH:18]([F:20])[F:19])=[N:11]2.CO.[OH-].[Li+].O, predict the reaction product. The product is: [Cl:32][C:23]1[CH:24]=[C:25]([S:28]([CH3:31])(=[O:29])=[O:30])[CH:26]=[CH:27][C:22]=1[CH2:21][C:9]1[C:10]([O:17][CH:18]([F:19])[F:20])=[N:11][C:12]2[C:7]([C:8]=1[CH3:33])=[C:6]([O:5][CH2:4][C:3]([OH:34])=[O:2])[CH:15]=[CH:14][C:13]=2[F:16]. (2) Given the reactants [CH3:1][O:2][C:3](=[O:13])[C:4]1[CH:9]=[C:8]([O:10][CH3:11])[CH:7]=[CH:6][C:5]=1Br.[C:14]1(B(O)O)[CH:19]=[CH:18][CH:17]=[CH:16][CH:15]=1.C([O-])([O-])=O.[K+].[K+].C1(C)C=CC=CC=1, predict the reaction product. The product is: [CH3:11][O:10][C:8]1[CH:9]=[C:4]([C:3]([O:2][CH3:1])=[O:13])[C:5]([C:14]2[CH:19]=[CH:18][CH:17]=[CH:16][CH:15]=2)=[CH:6][CH:7]=1. (3) Given the reactants [H-].[Na+].[C:3]([O:7][C:8](=[O:20])[NH:9][C:10]1[S:14][C:13]2[CH:15]=[CH:16][CH:17]=[CH:18][C:12]=2[C:11]=1[CH3:19])([CH3:6])([CH3:5])[CH3:4].[F:21][C:22]1[CH:23]=[C:24]([CH:27]=[CH:28][C:29]=1[F:30])[CH2:25]Br, predict the reaction product. The product is: [C:3]([O:7][C:8](=[O:20])[N:9]([CH2:25][C:24]1[CH:27]=[CH:28][C:29]([F:30])=[C:22]([F:21])[CH:23]=1)[C:10]1[S:14][C:13]2[CH:15]=[CH:16][CH:17]=[CH:18][C:12]=2[C:11]=1[CH3:19])([CH3:6])([CH3:5])[CH3:4]. (4) Given the reactants [F:1][C:2]1[CH:10]=[C:9]([F:11])[CH:8]=[C:7]2[C:3]=1[C:4]([C:13]1[N:14]=[C:15]3[C:21]([CH:22]=[O:23])=[CH:20][N:19]([CH2:24][O:25][CH2:26][CH2:27][Si:28]([CH3:31])([CH3:30])[CH3:29])[C:16]3=[N:17][CH:18]=1)=[N:5][N:6]2[CH3:12].S(=O)(=O)([OH:34])N.Cl([O-])=O.[Na+].P([O-])(O)(O)=O.[K+], predict the reaction product. The product is: [F:1][C:2]1[CH:10]=[C:9]([F:11])[CH:8]=[C:7]2[C:3]=1[C:4]([C:13]1[N:14]=[C:15]3[C:21]([C:22]([OH:34])=[O:23])=[CH:20][N:19]([CH2:24][O:25][CH2:26][CH2:27][Si:28]([CH3:31])([CH3:30])[CH3:29])[C:16]3=[N:17][CH:18]=1)=[N:5][N:6]2[CH3:12]. (5) Given the reactants [Al](Cl)(CC)CC.[C:7](Cl)(=[O:9])[CH3:8].[CH3:11][O:12][C:13]1[CH:14]=[C:15]([NH:21][C:22]([C:24]2[S:25][CH:26]=[C:27]([CH:29]([CH3:31])[CH3:30])[N:28]=2)=[O:23])[CH:16]=[C:17]([O:19][CH3:20])[CH:18]=1, predict the reaction product. The product is: [C:7]([C:14]1[C:13]([O:12][CH3:11])=[CH:18][C:17]([O:19][CH3:20])=[CH:16][C:15]=1[NH:21][C:22]([C:24]1[S:25][CH:26]=[C:27]([CH:29]([CH3:31])[CH3:30])[N:28]=1)=[O:23])(=[O:9])[CH3:8]. (6) Given the reactants [F:1][C:2]1[CH:9]=[C:8]([OH:10])[CH:7]=[CH:6][C:3]=1[C:4]#[N:5].N1C=CN=C1.[CH3:16][C:17]([Si:20](Cl)([CH3:22])[CH3:21])([CH3:19])[CH3:18], predict the reaction product. The product is: [Si:20]([O:10][C:8]1[CH:7]=[CH:6][C:3]([C:4]#[N:5])=[C:2]([F:1])[CH:9]=1)([C:17]([CH3:19])([CH3:18])[CH3:16])([CH3:22])[CH3:21].